From a dataset of Reaction yield outcomes from USPTO patents with 853,638 reactions. Predict the reaction yield, written as a fraction of the theoretical maximum amount of product (1.0 means a 100% yield; for example, 0.34 means a 34% yield). (1) The reactants are [NH2:1][C:2]1[NH:6][N:5]=[N:4][N:3]=1.C(N(CC)CC)C.[CH3:14][C:15]1[C:19]2[CH:20]=[CH:21][CH:22]=[CH:23][C:18]=2[S:17][C:16]=1[CH:24]=O.[CH2:26]([O:28][C:29](=[O:34])[CH2:30][C:31]([CH3:33])=O)[CH3:27]. The catalyst is C(O)C. The product is [CH3:33][C:31]1[NH:1][C:2]2[N:3]([N:4]=[N:5][N:6]=2)[CH:24]([C:16]2[S:17][C:18]3[CH:23]=[CH:22][CH:21]=[CH:20][C:19]=3[C:15]=2[CH3:14])[C:30]=1[C:29]([O:28][CH2:26][CH3:27])=[O:34]. The yield is 0.410. (2) The reactants are [CH:1]([N:4]1[C:8]2[CH:9]=[CH:10][CH:11]=[CH:12][C:7]=2[NH:6][C:5]1=[O:13])([CH3:3])[CH3:2].[N+](C1C=C[C:20]([O:23]C(Cl)=O)=CC=1)([O-])=O.CCN(CC)CC.CC1C=CC(S(O)(=O)=O)=CC=1.[NH2:45][CH2:46][CH:47]1[CH2:52][CH2:51][N:50]([CH2:53][C:54]2([C:59]([OH:61])=[O:60])[CH2:58][CH2:57][CH2:56][CH2:55]2)[CH2:49][CH2:48]1. The catalyst is C(Cl)Cl. The product is [CH:1]([N:4]1[C:8]2[CH:9]=[CH:10][CH:11]=[CH:12][C:7]=2[N:6]([C:20]([NH:45][CH2:46][CH:47]2[CH2:52][CH2:51][N:50]([CH2:53][C:54]3([C:59]([OH:61])=[O:60])[CH2:58][CH2:57][CH2:56][CH2:55]3)[CH2:49][CH2:48]2)=[O:23])[C:5]1=[O:13])([CH3:3])[CH3:2]. The yield is 0.710. (3) The reactants are COC[O:4][C:5]1[CH:10]=[CH:9][C:8]([CH:11]=[CH:12][C:13](=[O:15])[CH3:14])=[CH:7][C:6]=1[O:16][CH3:17]. The catalyst is CO.Cl. The product is [OH:4][C:5]1[CH:10]=[CH:9][C:8]([CH:11]=[CH:12][C:13](=[O:15])[CH3:14])=[CH:7][C:6]=1[O:16][CH3:17]. The yield is 0.740. (4) The reactants are Br[C:2]1[CH:3]=[C:4]([CH2:8][CH2:9][C:10]([N:12]([CH:22]([CH3:24])[CH3:23])[NH:13][C:14](=[O:21])[C:15]2[CH:20]=[CH:19][CH:18]=[CH:17][CH:16]=2)=[O:11])[CH:5]=[CH:6][CH:7]=1.C([O-])([O-])=O.[Na+].[Na+].[C:31]1(B(O)O)[CH:36]=[CH:35][CH:34]=[CH:33][CH:32]=1. The catalyst is COCCOC. The product is [C:2]1([C:31]2[CH:36]=[CH:35][CH:34]=[CH:33][CH:32]=2)[CH:7]=[CH:6][CH:5]=[C:4]([CH2:8][CH2:9][C:10]([N:12]([CH:22]([CH3:24])[CH3:23])[NH:13][C:14](=[O:21])[C:15]2[CH:20]=[CH:19][CH:18]=[CH:17][CH:16]=2)=[O:11])[CH:3]=1. The yield is 0.700. (5) The reactants are [CH3:1][C:2]1[C:6]([NH2:7])=[CH:5][N:4]([C:8]2[CH:9]=[N:10][CH:11]=[CH:12][CH:13]=2)[N:3]=1.[CH2:14]([N:16]=[C:17]=[O:18])[CH3:15]. The catalyst is C(Cl)Cl. The product is [CH2:14]([NH:16][C:17]([NH:7][C:6]1[C:2]([CH3:1])=[N:3][N:4]([C:8]2[CH:9]=[N:10][CH:11]=[CH:12][CH:13]=2)[CH:5]=1)=[O:18])[CH3:15]. The yield is 0.950. (6) The reactants are [NH2:1][C:2]1[CH:3]=[CH:4][C:5]([O:19][C:20]2[CH:25]=[CH:24][C:23]([F:26])=[CH:22][C:21]=2[F:27])=[C:6]([C:8]2[N:13]3[CH:14]=[N:15][CH:16]=[C:12]3[C:11](=[O:17])[N:10]([CH3:18])[CH:9]=2)[CH:7]=1.N1C=CC=CC=1.[CH3:34][S:35](Cl)(=[O:37])=[O:36]. The catalyst is C1COCC1. The product is [F:27][C:21]1[CH:22]=[C:23]([F:26])[CH:24]=[CH:25][C:20]=1[O:19][C:5]1[CH:4]=[CH:3][C:2]([NH:1][S:35]([CH3:34])(=[O:37])=[O:36])=[CH:7][C:6]=1[C:8]1[N:13]2[CH:14]=[N:15][CH:16]=[C:12]2[C:11](=[O:17])[N:10]([CH3:18])[CH:9]=1. The yield is 0.440. (7) The reactants are [CH3:1][N:2]1[CH2:7][CH2:6][O:5][C@H:4]([CH2:8][OH:9])[CH2:3]1.[H-].[Na+].[N+](C1C=CC([O:21][C:22]([N:24]2[CH2:29][CH2:28][N:27]([C:30]3[CH:35]=[CH:34][C:33]([F:36])=[CH:32][CH:31]=3)[CH2:26][CH2:25]2)=O)=CC=1)([O-])=O. The catalyst is C1COCC1. The product is [F:36][C:33]1[CH:32]=[CH:31][C:30]([N:27]2[CH2:26][CH2:25][N:24]([C:22]([O:9][CH2:8][C@H:4]3[O:5][CH2:6][CH2:7][N:2]([CH3:1])[CH2:3]3)=[O:21])[CH2:29][CH2:28]2)=[CH:35][CH:34]=1. The yield is 0.510.